This data is from Forward reaction prediction with 1.9M reactions from USPTO patents (1976-2016). The task is: Predict the product of the given reaction. (1) The product is: [CH:28]1([NH:31][C:2]2[CH:7]=[C:6]([CH2:8][S:9][C:10]3[CH:15]=[CH:14][CH:13]=[CH:12][C:11]=3[C:16]3[O:20][C:19]([NH:21][C:22]4[CH:23]=[CH:24][CH:25]=[CH:26][CH:27]=4)=[N:18][N:17]=3)[CH:5]=[CH:4][N:3]=2)[CH2:30][CH2:29]1. Given the reactants F[C:2]1[CH:7]=[C:6]([CH2:8][S:9][C:10]2[CH:15]=[CH:14][CH:13]=[CH:12][C:11]=2[C:16]2[O:20][C:19]([NH:21][C:22]3[CH:27]=[CH:26][CH:25]=[CH:24][CH:23]=3)=[N:18][N:17]=2)[CH:5]=[CH:4][N:3]=1.[CH:28]1([NH2:31])[CH2:30][CH2:29]1, predict the reaction product. (2) Given the reactants [F:1][C:2]1[CH:7]=[CH:6][CH:5]=[CH:4][C:3]=1I.[NH:9]1[CH2:19][CH2:18][CH:12]([C:13]([O:15][CH2:16][CH3:17])=[O:14])[CH2:11][CH2:10]1.C(=O)([O-])[O-].[K+].[K+].N1CCC[C@H]1C(O)=O, predict the reaction product. The product is: [CH2:16]([O:15][C:13]([CH:12]1[CH2:18][CH2:19][N:9]([C:3]2[CH:4]=[CH:5][CH:6]=[CH:7][C:2]=2[F:1])[CH2:10][CH2:11]1)=[O:14])[CH3:17]. (3) Given the reactants [N+:1]([C:4]1[CH:30]=[CH:29][C:7]([O:8][CH2:9][C:10]([O:12][CH2:13][CH2:14][O:15][C:16](=[O:28])[CH2:17][O:18][C:19]2[CH:24]=[CH:23][C:22]([N+:25]([O-])=O)=[CH:21][CH:20]=2)=[O:11])=[CH:6][CH:5]=1)([O-])=O.[H][H], predict the reaction product. The product is: [NH2:25][C:22]1[CH:23]=[CH:24][C:19]([O:18][CH2:17][C:16]([O:15][CH2:14][CH2:13][O:12][C:10](=[O:11])[CH2:9][O:8][C:7]2[CH:6]=[CH:5][C:4]([NH2:1])=[CH:30][CH:29]=2)=[O:28])=[CH:20][CH:21]=1. (4) Given the reactants [CH3:1][N:2]([CH3:32])[C:3]1[CH:8]=[CH:7][C:6]([C:9]2[CH:10]=[C:11]3[C:17]([N:18]4[CH2:23][CH2:22][O:21][CH2:20][CH2:19]4)=[CH:16][N:15](COCC[Si](C)(C)C)[C:12]3=[N:13][CH:14]=2)=[CH:5][CH:4]=1.Cl.C([O-])(O)=O.[Na+], predict the reaction product. The product is: [CH3:1][N:2]([CH3:32])[C:3]1[CH:8]=[CH:7][C:6]([C:9]2[CH:10]=[C:11]3[C:17]([N:18]4[CH2:23][CH2:22][O:21][CH2:20][CH2:19]4)=[CH:16][NH:15][C:12]3=[N:13][CH:14]=2)=[CH:5][CH:4]=1. (5) Given the reactants [Cl-].[NH4+].[N+:3]([C:6]1[CH:11]=[CH:10][C:9]([C:12]2[N:16]=[CH:15][O:14][N:13]=2)=[CH:8][CH:7]=1)([O-])=O, predict the reaction product. The product is: [O:14]1[CH:15]=[N:16][C:12]([C:9]2[CH:10]=[CH:11][C:6]([NH2:3])=[CH:7][CH:8]=2)=[N:13]1. (6) The product is: [F:11][C:8]1[CH:9]=[CH:10][C:5]([CH2:4][NH:3][O:2][CH3:1])=[CH:6][C:7]=1[CH3:12]. Given the reactants [CH3:1][O:2][N:3]=[CH:4][C:5]1[CH:10]=[CH:9][C:8]([F:11])=[C:7]([CH3:12])[CH:6]=1.C([BH3-])#N.[Na+], predict the reaction product. (7) Given the reactants [CH2:1]([O:8][C:9]1[CH:18]=[CH:17][C:12]([C:13]([O:15][CH3:16])=[O:14])=[CH:11][C:10]=1[NH:19][S:20]([CH3:23])(=[O:22])=[O:21])[C:2]1[CH:7]=[CH:6][CH:5]=[CH:4][CH:3]=1.C([O-])([O-])=O.[K+].[K+].Cl[CH2:31][CH2:32][N:33]1[CH2:38][CH2:37][O:36][CH2:35][CH2:34]1, predict the reaction product. The product is: [CH2:1]([O:8][C:9]1[CH:18]=[CH:17][C:12]([C:13]([O:15][CH3:16])=[O:14])=[CH:11][C:10]=1[N:19]([CH2:31][CH2:32][N:33]1[CH2:38][CH2:37][O:36][CH2:35][CH2:34]1)[S:20]([CH3:23])(=[O:21])=[O:22])[C:2]1[CH:7]=[CH:6][CH:5]=[CH:4][CH:3]=1. (8) Given the reactants Br[C:2]1[CH:10]=[C:9]2[C:5]([CH:6]=[N:7][N:8]2S(C2C=CC=CC=2)(=O)=O)=[C:4]([C:20]2[O:24][C:23]([CH2:25][N:26]3[CH2:35][C:30]4([CH2:34][CH2:33][CH2:32][CH2:31]4)[O:29][CH2:28][CH2:27]3)=[N:22][N:21]=2)[CH:3]=1.[CH3:36][O:37][C:38]1[C:43]([NH:44][S:45]([CH3:48])(=[O:47])=[O:46])=[CH:42][C:41](B2OC(C)(C)C(C)(C)O2)=[CH:40][N:39]=1.[O-]P([O-])([O-])=O.[K+].[K+].[K+].[OH-].[Na+], predict the reaction product. The product is: [CH3:36][O:37][C:38]1[C:43]([NH:44][S:45]([CH3:48])(=[O:47])=[O:46])=[CH:42][C:41]([C:2]2[CH:10]=[C:9]3[C:5]([CH:6]=[N:7][NH:8]3)=[C:4]([C:20]3[O:24][C:23]([CH2:25][N:26]4[CH2:35][C:30]5([CH2:31][CH2:32][CH2:33][CH2:34]5)[O:29][CH2:28][CH2:27]4)=[N:22][N:21]=3)[CH:3]=2)=[CH:40][N:39]=1. (9) Given the reactants [CH2:1]([O:8][C:9]1[CH:10]=[CH:11][C:12]2[C:13]3[C:14](=[N:20][N:21]([CH2:23][CH3:24])[CH:22]=3)[C:15](Cl)=[N:16][C:17]=2[CH:18]=1)[C:2]1[CH:7]=[CH:6][CH:5]=[CH:4][CH:3]=1.[NH3:25], predict the reaction product. The product is: [CH2:1]([O:8][C:9]1[CH:10]=[CH:11][C:12]2[C:13]3[C:14](=[N:20][N:21]([CH2:23][CH3:24])[CH:22]=3)[C:15]([NH2:25])=[N:16][C:17]=2[CH:18]=1)[C:2]1[CH:7]=[CH:6][CH:5]=[CH:4][CH:3]=1.